Dataset: Catalyst prediction with 721,799 reactions and 888 catalyst types from USPTO. Task: Predict which catalyst facilitates the given reaction. (1) Product: [CH3:35][C:36]1([CH3:48])[O:2][C@H:3]([CH2:4][N:5]2[CH:9]=[CH:8][C:7]([NH:10][C:11](=[O:32])[C@@H:12]([N:17]3[CH2:21][C:20]([O:22][C:23]4[CH:28]=[CH:27][CH:26]=[C:25]([Cl:29])[C:24]=4[Cl:30])=[CH:19][C:18]3=[O:31])[CH2:13][CH:14]([CH3:15])[CH3:16])=[N:6]2)[CH2:34][O:37]1. The catalyst class is: 42. Reactant: Cl.[OH:2][C:3]([CH3:34])(C)[CH2:4][N:5]1[CH:9]=[CH:8][C:7]([NH:10][C:11](=[O:32])[C@@H:12]([N:17]2[CH2:21][C:20]([O:22][C:23]3[CH:28]=[CH:27][CH:26]=[C:25]([Cl:29])[C:24]=3[Cl:30])=[CH:19][C:18]2=[O:31])[CH2:13][CH:14]([CH3:16])[CH3:15])=[N:6]1.[CH3:35][C:36]1([CH3:48])[O:37][C@H:36]([CH2:48]N2C=CC(N)=N2)[CH2:35][O:37]1.F[P-](F)(F)(F)(F)F.N1(O[P+](N(C)C)(N(C)C)N(C)C)C2C=CC=CC=2N=N1.C(N(CC)C(C)C)(C)C. (2) Reactant: FC(F)(F)C(O)=O.[Cl:8][C:9]1[CH:14]=[CH:13][C:12]([CH2:15][NH:16][C:17]([C:19]2[NH:20][C:21]3[C:26]([CH:27]=2)=[CH:25][C:24]([O:28][CH2:29][C@@H:30]2[O:35][CH2:34][CH2:33][N:32](C(OC(C)(C)C)=O)[CH2:31]2)=[CH:23][CH:22]=3)=[O:18])=[C:11]([F:43])[C:10]=1[O:44][C:45]1[CH:50]=[C:49]([C:51]#[N:52])[CH:48]=[C:47]([Cl:53])[CH:46]=1. Product: [Cl:8][C:9]1[CH:14]=[CH:13][C:12]([CH2:15][NH:16][C:17]([C:19]2[NH:20][C:21]3[C:26]([CH:27]=2)=[CH:25][C:24]([O:28][CH2:29][C@@H:30]2[O:35][CH2:34][CH2:33][NH:32][CH2:31]2)=[CH:23][CH:22]=3)=[O:18])=[C:11]([F:43])[C:10]=1[O:44][C:45]1[CH:50]=[C:49]([C:51]#[N:52])[CH:48]=[C:47]([Cl:53])[CH:46]=1. The catalyst class is: 2. (3) Reactant: [NH2:1][C:2]([NH:4][C:5]1[C:13]2[C:8](=[C:9]([O:18][CH2:19][C:20]([N:22]([CH3:24])[CH3:23])=[O:21])[CH:10]=[C:11]([CH2:14][CH:15]([CH3:17])[CH3:16])[CH:12]=2)[NH:7][N:6]=1)=[S:3].Br[C:26](OCC)(OCC)[CH3:27].C(=O)([O-])O.[Na+]. Product: [CH2:14]([C:11]1[CH:12]=[C:13]2[C:8](=[C:9]([O:18][CH2:19][C:20]([N:22]([CH3:24])[CH3:23])=[O:21])[CH:10]=1)[NH:7][N:6]=[C:5]2[NH:4][C:2]1[S:3][CH:26]=[CH:27][N:1]=1)[CH:15]([CH3:17])[CH3:16]. The catalyst class is: 162. (4) Reactant: N1C=CC=CC=1C(O)=O.P([O-])([O-])([O-])=O.[K+].[K+].[K+].[Cl:18][C:19]1[CH:24]=[CH:23][CH:22]=[CH:21][C:20]=1I.[O:26]=[S:27]1(=[O:46])[CH2:32][CH2:31][N:30]2[CH:33]3[CH2:38][CH2:37][C:36]([C:39]4[CH:44]=[CH:43][C:42]([OH:45])=[CH:41][CH:40]=4)([C:29]2=[N:28]1)[CH2:35][CH2:34]3. Product: [Cl:18][C:19]1[CH:24]=[CH:23][CH:22]=[CH:21][C:20]=1[O:45][C:42]1[CH:43]=[CH:44][C:39]([C:36]23[CH2:37][CH2:38][CH:33]([N:30]4[CH2:31][CH2:32][S:27](=[O:46])(=[O:26])[N:28]=[C:29]42)[CH2:34][CH2:35]3)=[CH:40][CH:41]=1. The catalyst class is: 419. (5) Reactant: C([Li])CCC.[F:6][C:7]1[CH:12]=[CH:11][CH:10]=[CH:9][C:8]=1[F:13].[CH:14](=[O:23])[CH2:15][CH2:16][CH2:17][CH2:18][CH2:19][CH2:20][CH2:21][CH3:22].[Cl-].[NH4+]. Product: [F:6][C:7]1[C:8]([F:13])=[CH:9][CH:10]=[CH:11][C:12]=1[CH:14]([OH:23])[CH2:15][CH2:16][CH2:17][CH2:18][CH2:19][CH2:20][CH2:21][CH3:22]. The catalyst class is: 1. (6) Reactant: [Br:1][CH2:2][CH2:3][CH2:4][O:5][C:6]1[CH:48]=[CH:47][C:9]([CH2:10][NH:11][C:12]2[N:17]=[C:16]([O:18][CH2:19][C:20]([F:23])([F:22])[F:21])[N:15]=[C:14]([NH:24][C:25]3[CH:46]=[CH:45][C:28]([C:29]([NH:31][CH2:32][C:33]([CH3:44])([CH3:43])[CH2:34][NH:35]C(=O)OC(C)(C)C)=[O:30])=[CH:27][CH:26]=3)[N:13]=2)=[CH:8][C:7]=1[Cl:49].C(Cl)Cl.[F:53][C:54]([F:59])([F:58])[C:55]([OH:57])=[O:56]. Product: [F:53][C:54]([F:59])([F:58])[C:55]([OH:57])=[O:56].[NH2:35][CH2:34][C:33]([CH3:44])([CH3:43])[CH2:32][NH:31][C:29](=[O:30])[C:28]1[CH:45]=[CH:46][C:25]([NH:24][C:14]2[N:13]=[C:12]([NH:11][CH2:10][C:9]3[CH:47]=[CH:48][C:6]([O:5][CH2:4][CH2:3][CH2:2][Br:1])=[C:7]([Cl:49])[CH:8]=3)[N:17]=[C:16]([O:18][CH2:19][C:20]([F:21])([F:22])[F:23])[N:15]=2)=[CH:26][CH:27]=1. The catalyst class is: 25. (7) Product: [C:8]1(=[O:15])[C:9]2[C:14]3=[C:13]([CH:2]=[CH:3][CH2:4][N:5]3[C:6](=[O:16])[NH:7]1)[CH:12]=[CH:11][CH:10]=2. The catalyst class is: 11. Reactant: O[CH:2]1[C:13]2=[C:14]3[C:9](=[CH:10][CH:11]=[CH:12]2)[C:8](=[O:15])[NH:7][C:6](=[O:16])[N:5]3[CH2:4][CH2:3]1.O.C1(C)C=CC(S(O)(=O)=O)=CC=1.